Dataset: Full USPTO retrosynthesis dataset with 1.9M reactions from patents (1976-2016). Task: Predict the reactants needed to synthesize the given product. Given the product [CH2:1]([N:3]([CH2:4][CH2:5][C:6]1[CH:7]=[CH:8][C:9]([C:12]2[N:16]=[CH:15][N:14]([C:17]3[CH:22]=[CH:21][C:20]([O:23][C:24]([F:26])([F:25])[F:27])=[CH:19][CH:18]=3)[N:13]=2)=[CH:10][CH:11]=1)[C:45](/[N:44]=[C:39]1\[S:40][CH2:41][C:42](=[O:43])[N:38]\1[C:32]1[CH:33]=[C:34]([CH3:37])[CH:35]=[CH:36][C:31]=1[CH:28]([CH3:29])[CH3:30])=[O:46])[CH3:2], predict the reactants needed to synthesize it. The reactants are: [CH2:1]([NH:3][CH2:4][CH2:5][C:6]1[CH:11]=[CH:10][C:9]([C:12]2[N:16]=[CH:15][N:14]([C:17]3[CH:22]=[CH:21][C:20]([O:23][C:24]([F:27])([F:26])[F:25])=[CH:19][CH:18]=3)[N:13]=2)=[CH:8][CH:7]=1)[CH3:2].[CH:28]([C:31]1[CH:36]=[CH:35][C:34]([CH3:37])=[CH:33][C:32]=1[N:38]1[C:42](=[O:43])[CH2:41][S:40]/[C:39]/1=[N:44]\[C:45](=O)[O:46]C1C=CC([N+]([O-])=O)=CC=1)([CH3:30])[CH3:29].